Dataset: Experimentally validated miRNA-target interactions with 360,000+ pairs, plus equal number of negative samples. Task: Binary Classification. Given a miRNA mature sequence and a target amino acid sequence, predict their likelihood of interaction. (1) The miRNA is mmu-miR-151-5p with sequence UCGAGGAGCUCACAGUCUAGU. The protein sequence of the target gene is MVELDADLDHIVPSVLPPFWAKLVVGFVSLLCFARSYDGDFVFDDSEAIVNNKDLQSDTPLGDLWHHDFWGSKLSSNTSHKSYRPLTVLTFRINYYLSGGFHPVGFHVVNILLHGSISILMLDVFSVLFGGLQYTGKGQRVHLAPRASLLATLLFAVHPVHTECVAGVVGRADLLCALFFLLSFLGYCQAFKETGNKEGTHSSTFWVLLSIFLGAVAMLCKEQGITVLGLNAVFDILVIGKLDILAAVRKVLHKDKSQENAGMFKNGGLLFRIALLTIGGTSMLYIRWKIMGTGPPAFTE.... Result: 0 (no interaction). (2) The miRNA is hsa-miR-6733-5p with sequence UGGGAAAGACAAACUCAGAGUU. The protein sequence of the target gene is MARPLRAPLRRSFSDHIRDSTARALDVIWKNTRDRRLAEIEAKEACDWLRAAGFPQYAQLYEDLLFPIDISSVKREHDFLDRDAIEALCRRLNTLNKCAVMKLEISPHRKRSEDSDEDEPCAISGKWTFQRDSKRWSRLEEFDVFSPKQDPIPGSPDAVHLKSAPSHENMQTDLSDRQEVASVHSTGSLTTHAPQRGEAAPARTNSVLSVCSSGTFVGNDDSFCSLPSPKELSSFSFSMKGHEKAAKSKTHSLLKRMESLKLKGSHHSKHKAPSKLGLIISGPILQEGVDEEKLKQLNCV.... Result: 0 (no interaction). (3) The miRNA is mmu-miR-450b-5p with sequence UUUUGCAGUAUGUUCCUGAAUA. The protein sequence of the target gene is MNSVLCSRAAGAVRALRLVGWASRSLHPPPRGRSPAQPADREEEDDDPNLPIQFSGSKATPIRWTVEHSLGKPQQRPWWKVLPLTLTLVALVVWCYQREESGMDLWLRQVLEEEDEEEPEGPPEELEAPALYGART. Result: 1 (interaction). (4) The miRNA is hsa-miR-148a-5p with sequence AAAGUUCUGAGACACUCCGACU. The protein sequence of the target gene is MKCFFPVLSCLAVLGVVSAQRQVTVQEGPLYRTESSHITIWCNVSGYQGPSEQNFQWSIYLPSAPEREVQIVSTVDSSFPYAIYTQRVRGGKIYVERIQGNSALLHITDLQARDAGEYECHTPNTDERYFGSYSAKMNLVVIPDSLQTTAVPQTLHKVEQDPLELSCEVATETVQHTHLSVSWLRQKGGENPVEVISLSRDFILHSSSEYAQRQSLGEVRLDKLGRSTFRLTIFHLQPSDQGEFYCEAAEWIQDPDGSWYAMTRKRSEGAVVNVQPTDKEFTVRLETDKRLHTVGEPVEF.... Result: 0 (no interaction).